From a dataset of Full USPTO retrosynthesis dataset with 1.9M reactions from patents (1976-2016). Predict the reactants needed to synthesize the given product. (1) Given the product [CH:1]([C@@H:4]1[CH2:9][CH2:8][C@@H:7]([CH3:10])[CH2:6][C@H:5]1[CH:11]([OH:21])[CH2:12][CH2:13][CH2:14][C:15]1[CH:20]=[CH:19][CH:18]=[CH:17][N:16]=1)([CH3:2])[CH3:3], predict the reactants needed to synthesize it. The reactants are: [CH:1]([C@@H:4]1[CH2:9][CH2:8][C@@H:7]([CH3:10])[CH2:6][C@H:5]1[CH:11]([OH:21])[CH2:12][C:13]#[C:14][C:15]1[CH:20]=[CH:19][CH:18]=[CH:17][N:16]=1)([CH3:3])[CH3:2]. (2) The reactants are: [Br:1]N1C(=O)CCC1=O.[Cl:9][C:10]1[CH:11]=[C:12]([NH2:21])[CH:13]=[CH:14][C:15]=1[O:16][C:17]([F:20])([F:19])[F:18]. Given the product [Br:1][C:13]1[CH:14]=[C:15]([O:16][C:17]([F:19])([F:20])[F:18])[C:10]([Cl:9])=[CH:11][C:12]=1[NH2:21], predict the reactants needed to synthesize it. (3) Given the product [CH3:31][O:32][C:33]1[C:34]([N:39]2[CH2:44][CH2:43][N:42]([CH2:15][CH2:16][CH2:17][CH2:18][O:19][C:20]3[CH:29]=[CH:28][C:27]4[C:22](=[C:23]([OH:30])[CH:24]=[CH:25][CH:26]=4)[N:21]=3)[CH2:41][CH2:40]2)=[N:35][CH:36]=[CH:37][CH:38]=1, predict the reactants needed to synthesize it. The reactants are: ClC1C(Cl)=CC=CC=1N1CCN([CH2:15][CH2:16][CH2:17][CH2:18][O:19][C:20]2[CH:29]=[CH:28][C:27]3[C:22](=[C:23]([OH:30])[CH:24]=[CH:25][CH:26]=3)[N:21]=2)CC1.[CH3:31][O:32][C:33]1[C:34]([N:39]2[CH2:44][CH2:43][NH:42][CH2:41][CH2:40]2)=[N:35][CH:36]=[CH:37][CH:38]=1. (4) Given the product [CH2:5]([O:4][C:2]([N:17]1[CH2:18][CH2:19][C:20]2[N:12]=[C:13]([NH:21][C:22]([NH2:24])=[NH:23])[S:14][C:15]=2[CH2:16]1)=[O:3])[C:6]1[CH:11]=[CH:10][CH:9]=[CH:8][CH:7]=1, predict the reactants needed to synthesize it. The reactants are: Cl[C:2]([O:4][CH2:5][C:6]1[CH:11]=[CH:10][CH:9]=[CH:8][CH:7]=1)=[O:3].[N:12]1[C:20]2[CH2:19][CH2:18][NH:17][CH2:16][C:15]=2[S:14][C:13]=1[NH:21][C:22]([NH2:24])=[NH:23].C(N(C(C)C)CC)(C)C.C(=O)([O-])[O-].[Na+].[Na+]. (5) Given the product [F:1][C:2]1[CH:7]=[C:6]([I:8])[CH:5]=[CH:4][C:3]=1[NH:9][C:10]1[N:15]([CH3:16])[C:14](=[O:17])[N:13]([CH3:18])[C:12](=[O:19])[C:11]=1[C:20]([NH:31][N:30]([CH3:32])[CH3:29])=[O:22], predict the reactants needed to synthesize it. The reactants are: [F:1][C:2]1[CH:7]=[C:6]([I:8])[CH:5]=[CH:4][C:3]=1[NH:9][C:10]1[N:15]([CH3:16])[C:14](=[O:17])[N:13]([CH3:18])[C:12](=[O:19])[C:11]=1[C:20]([O:22]C1C=CC=CC=1)=O.[CH3:29][N:30]([CH3:32])[NH2:31].